From a dataset of Full USPTO retrosynthesis dataset with 1.9M reactions from patents (1976-2016). Predict the reactants needed to synthesize the given product. (1) Given the product [NH2:1][C@H:2]([C:3]([OH:16])=[O:14])[CH2:12][CH2:11][C:10]([NH:1][C:2]1[CH:3]=[C:4]([CH:10]=[CH:11][CH:12]=1)[C:5]([OH:7])=[O:6])=[O:13], predict the reactants needed to synthesize it. The reactants are: [NH2:1][C:2]1[CH:3]=[C:4]([CH:10]=[CH:11][CH:12]=1)[C:5]([O:7]CC)=[O:6].[OH2:13].[OH-:14].[Li+].[OH-:16].[Li+].Cl. (2) Given the product [CH:11]([C:9]1[N:10]=[C:6]2[C:5]([N:13]3[CH2:18][CH2:17][O:16][CH2:15][CH2:14]3)=[N:4][CH:3]=[C:2]([C:27]3[CH:28]=[CH:29][C:30]([N:33]4[CH2:38][CH2:37][N:36]([C:39]([O:41][C:42]([CH3:45])([CH3:44])[CH3:43])=[O:40])[CH2:35][CH2:34]4)=[N:31][CH:32]=3)[N:7]2[CH:8]=1)=[O:12], predict the reactants needed to synthesize it. The reactants are: Br[C:2]1[N:7]2[CH:8]=[C:9]([CH:11]=[O:12])[N:10]=[C:6]2[C:5]([N:13]2[CH2:18][CH2:17][O:16][CH2:15][CH2:14]2)=[N:4][CH:3]=1.CC1(C)C(C)(C)OB([C:27]2[CH:28]=[CH:29][C:30]([N:33]3[CH2:38][CH2:37][N:36]([C:39]([O:41][C:42]([CH3:45])([CH3:44])[CH3:43])=[O:40])[CH2:35][CH2:34]3)=[N:31][CH:32]=2)O1.C([O-])([O-])=O.[Na+].[Na+].O. (3) Given the product [CH3:16][O:15][C:8]1[CH:9]=[CH:10][C:11]2[N:12]=[C:25]([C:27]3[CH:32]=[CH:31][CH:30]=[CH:29][CH:28]=3)[C:23]([C:17]3[CH:22]=[CH:21][CH:20]=[CH:19][CH:18]=3)=[N:1][C:2]=2[C:3]=1[C:4]([O:6][CH3:7])=[O:5], predict the reactants needed to synthesize it. The reactants are: [NH2:1][C:2]1[C:11]([N+:12]([O-])=O)=[CH:10][CH:9]=[C:8]([O:15][CH3:16])[C:3]=1[C:4]([O:6][CH3:7])=[O:5].[C:17]1([C:23]([C:25]([C:27]2[CH:32]=[CH:31][CH:30]=[CH:29][CH:28]=2)=O)=O)[CH:22]=[CH:21][CH:20]=[CH:19][CH:18]=1. (4) Given the product [Cl:1][C:2]1[CH:11]=[C:10]([I:12])[CH:9]=[C:8]([F:13])[C:3]=1[C:4]([OH:6])=[O:5], predict the reactants needed to synthesize it. The reactants are: [Cl:1][C:2]1[CH:11]=[C:10]([I:12])[CH:9]=[C:8]([F:13])[C:3]=1[C:4]([O:6]C)=[O:5].[Li+].[I-].